From a dataset of NCI-60 drug combinations with 297,098 pairs across 59 cell lines. Regression. Given two drug SMILES strings and cell line genomic features, predict the synergy score measuring deviation from expected non-interaction effect. Drug 1: CC=C1C(=O)NC(C(=O)OC2CC(=O)NC(C(=O)NC(CSSCCC=C2)C(=O)N1)C(C)C)C(C)C. Drug 2: CC1C(C(CC(O1)OC2CC(CC3=C2C(=C4C(=C3O)C(=O)C5=CC=CC=C5C4=O)O)(C(=O)C)O)N)O. Cell line: SF-539. Synergy scores: CSS=51.7, Synergy_ZIP=-9.10, Synergy_Bliss=-16.7, Synergy_Loewe=-15.0, Synergy_HSA=-12.5.